Dataset: Full USPTO retrosynthesis dataset with 1.9M reactions from patents (1976-2016). Task: Predict the reactants needed to synthesize the given product. (1) Given the product [CH:25]1([CH:28]([C:30]2[CH:35]=[CH:34][CH:33]=[CH:32][CH:31]=2)[NH:29][C:22]([C:19]2[CH:20]=[C:21]3[C:16](=[CH:17][CH:18]=2)[NH:15][N:14]=[C:13]3[C:10]2[CH:11]=[N:12][C:7]([N:4]3[CH2:5][CH2:6][O:1][CH2:2][CH2:3]3)=[CH:8][CH:9]=2)=[O:23])[CH2:26][CH2:27]1, predict the reactants needed to synthesize it. The reactants are: [O:1]1[CH2:6][CH2:5][N:4]([C:7]2[N:12]=[CH:11][C:10]([C:13]3[C:21]4[C:16](=[CH:17][CH:18]=[C:19]([C:22](O)=[O:23])[CH:20]=4)[NH:15][N:14]=3)=[CH:9][CH:8]=2)[CH2:3][CH2:2]1.[CH:25]1([CH:28]([C:30]2[CH:35]=[CH:34][CH:33]=[CH:32][CH:31]=2)[NH2:29])[CH2:27][CH2:26]1.CN(C(ON1N=NC2C=CC=CC1=2)=[N+](C)C)C.[B-](F)(F)(F)F.CCN(C(C)C)C(C)C. (2) Given the product [Cl:14][C:15]1[CH:20]=[CH:19][C:18]([NH2:21])=[C:17]([S:1][C:2]2[CH:7]=[CH:6][N:5]=[CH:4][CH:3]=2)[CH:16]=1, predict the reactants needed to synthesize it. The reactants are: [SH:1][C:2]1[CH:7]=[CH:6][N:5]=[CH:4][CH:3]=1.C([O-])([O-])=O.[K+].[K+].[Cl:14][C:15]1[CH:20]=[CH:19][C:18]([N+:21]([O-])=O)=[C:17](F)[CH:16]=1.O.